Dataset: Reaction yield outcomes from USPTO patents with 853,638 reactions. Task: Predict the reaction yield, written as a fraction of the theoretical maximum amount of product (1.0 means a 100% yield; for example, 0.34 means a 34% yield). (1) The catalyst is C1COCC1. The product is [CH3:14][C:8]([C:15]1[NH:16][C:17]2[C:22]([CH:23]=1)=[CH:21][C:20]([N+:24]([O-:26])=[O:25])=[CH:19][CH:18]=2)([CH3:7])[CH2:9][OH:10]. The reactants are [H-].[H-].[H-].[H-].[Li+].[Al+3].[CH3:7][C:8]([C:15]1[NH:16][C:17]2[C:22]([CH:23]=1)=[CH:21][C:20]([N+:24]([O-:26])=[O:25])=[CH:19][CH:18]=2)([CH3:14])[C:9](OCC)=[O:10].O.[OH-].[Na+]. The yield is 0.580. (2) The reactants are [OH:1][C:2]1[CH:7]=[CH:6][C:5]([N:8]2[CH2:12][C@@H:11]([C:13]([F:16])([F:15])[F:14])[CH2:10][C@H:9]2[CH2:17][C:18]#[N:19])=[CH:4][CH:3]=1.[Cl:20][C:21]1[CH:26]=[C:25]([C:27]([F:30])([F:29])[F:28])[CH:24]=[CH:23][C:22]=1F.C(=O)([O-])[O-].[Cs+].[Cs+]. The catalyst is CN(C=O)C.O.CCOC(C)=O. The product is [Cl:20][C:21]1[CH:26]=[C:25]([C:27]([F:28])([F:29])[F:30])[CH:24]=[CH:23][C:22]=1[O:1][C:2]1[CH:3]=[CH:4][C:5]([N:8]2[CH2:12][CH:11]([C:13]([F:16])([F:14])[F:15])[CH2:10][C@H:9]2[CH2:17][C:18]#[N:19])=[CH:6][CH:7]=1. The yield is 0.870.